From a dataset of Reaction yield outcomes from USPTO patents with 853,638 reactions. Predict the reaction yield, written as a fraction of the theoretical maximum amount of product (1.0 means a 100% yield; for example, 0.34 means a 34% yield). (1) The reactants are [CH3:1][N:2]([CH3:30])[C:3](=[O:29])[O:4][C:5]1[CH:10]=[CH:9][CH:8]=[C:7]([NH:11][C:12]([C:14]2([CH2:20][O:21][CH2:22][C:23]3[CH:28]=[CH:27][CH:26]=[CH:25][CH:24]=3)[CH2:19][CH2:18][NH:17][CH2:16][CH2:15]2)=[O:13])[CH:6]=1.C(N(CC)C(C)C)(C)C.Cl[C:41]1[C:42]2[C:49]([CH3:50])=[CH:48][NH:47][C:43]=2[N:44]=[CH:45][N:46]=1. The catalyst is C(O)(C)C.CCOC(C)=O. The product is [CH3:1][N:2]([CH3:30])[C:3](=[O:29])[O:4][C:5]1[CH:10]=[CH:9][CH:8]=[C:7]([NH:11][C:12]([C:14]2([CH2:20][O:21][CH2:22][C:23]3[CH:24]=[CH:25][CH:26]=[CH:27][CH:28]=3)[CH2:15][CH2:16][N:17]([C:41]3[C:42]4[C:49]([CH3:50])=[CH:48][NH:47][C:43]=4[N:44]=[CH:45][N:46]=3)[CH2:18][CH2:19]2)=[O:13])[CH:6]=1. The yield is 0.380. (2) The reactants are CO[C:3]([C@H:5]1[C@@H:10]([NH:11][CH2:12][C:13]2[CH:18]=[CH:17][C:16]([F:19])=[CH:15][CH:14]=2)[CH:9]2[CH2:20][CH2:21][CH:6]1[CH2:7][CH2:8]2)=[O:4].[CH3:22][S:23]([NH:26][C:27]1[CH:42]=[CH:41][C:30]2[NH:31][C:32]([CH2:37][C:38](O)=[O:39])=[N:33][S:34](=[O:36])(=[O:35])[C:29]=2[CH:28]=1)(=[O:25])=[O:24].CN1CCOCC1.Cl.CN(C)CCCN=C=NCC.[O-]CC.[Na+]. The catalyst is CN(C)C=O.C(O)C. The product is [F:19][C:16]1[CH:17]=[CH:18][C:13]([CH2:12][N:11]2[C:38](=[O:39])[C:37]([C:32]3[NH:31][C:30]4[CH:41]=[CH:42][C:27]([NH:26][S:23]([CH3:22])(=[O:25])=[O:24])=[CH:28][C:29]=4[S:34](=[O:36])(=[O:35])[N:33]=3)=[C:3]([OH:4])[C@H:5]3[C@@H:10]2[CH:9]2[CH2:8][CH2:7][CH:6]3[CH2:21][CH2:20]2)=[CH:14][CH:15]=1. The yield is 0.590. (3) The reactants are [Cl:1][C:2]1[S:3][C:4]([C:9]([O:11][CH2:12][CH3:13])=[O:10])=[C:5]([C:7]#[N:8])[N:6]=1.[N:14]([Si](C)(C)C)=[N+:15]=[N-:16].C[Sn](=O)C. The catalyst is O1CCOCC1. The product is [Cl:1][C:2]1[S:3][C:4]([C:9]([O:11][CH2:12][CH3:13])=[O:10])=[C:5]([C:7]2[NH:16][N:15]=[N:14][N:8]=2)[N:6]=1. The yield is 0.310. (4) The reactants are [CH3:1][C:2]1([CH3:23])[C:11]2[C:6](=[C:7]([O:18][CH:19]([CH3:21])[CH3:20])[CH:8]=[C:9]([C:12]#[C:13][Si](C)(C)C)[CH:10]=2)[C:5](=[O:22])[CH2:4][CH2:3]1.C(=O)([O-])[O-].[K+].[K+]. The catalyst is CO. The product is [CH3:23][C:2]1([CH3:1])[C:11]2[C:6](=[C:7]([O:18][CH:19]([CH3:20])[CH3:21])[CH:8]=[C:9]([C:12]#[CH:13])[CH:10]=2)[C:5](=[O:22])[CH2:4][CH2:3]1. The yield is 0.980. (5) The reactants are [C:1]([C:5]1[CH:14]=[CH:13][C:8]2[NH:9][C:10](Cl)=[N:11][C:7]=2[CH:6]=1)([CH3:4])([CH3:3])[CH3:2].[NH2:15][C:16]1[N:24]=[CH:23][N:22]=[C:21]2[C:17]=1[N:18]=[CH:19][N:20]2[C@H:25]1[C@@H:29]2[O:30][C:31]([CH3:34])([CH3:33])[O:32][C@@H:28]2[C@@H:27]([CH2:35][N:36]([CH2:41][CH3:42])[CH2:37][CH2:38][CH2:39][NH2:40])[O:26]1. The catalyst is CCCCO. The product is [NH2:15][C:16]1[N:24]=[CH:23][N:22]=[C:21]2[C:17]=1[N:18]=[CH:19][N:20]2[C@H:25]1[C@@H:29]2[O:30][C:31]([CH3:33])([CH3:34])[O:32][C@@H:28]2[C@@H:27]([CH2:35][N:36]([CH2:41][CH3:42])[CH2:37][CH2:38][CH2:39][NH:40][C:10]2[NH:9][C:8]3[CH:13]=[CH:14][C:5]([C:1]([CH3:4])([CH3:3])[CH3:2])=[CH:6][C:7]=3[N:11]=2)[O:26]1. The yield is 0.300.